This data is from Forward reaction prediction with 1.9M reactions from USPTO patents (1976-2016). The task is: Predict the product of the given reaction. (1) Given the reactants Br[C:2]1[CH:7]=[C:6]([C:8]([F:11])([F:10])[F:9])[CH:5]=[C:4]([N+:12]([O-:14])=[O:13])[CH:3]=1.CC1(C)C(C)(C)OB([C:23]2[CH:24]=[N:25][N:26]([C:28]([O:30][C:31]([CH3:34])([CH3:33])[CH3:32])=[O:29])[CH:27]=2)O1.C([O-])(=O)C.[Na+].O1CCOCC1, predict the reaction product. The product is: [N+:12]([C:4]1[CH:3]=[C:2]([C:23]2[CH:24]=[N:25][N:26]([C:28]([O:30][C:31]([CH3:34])([CH3:33])[CH3:32])=[O:29])[CH:27]=2)[CH:7]=[C:6]([C:8]([F:11])([F:10])[F:9])[CH:5]=1)([O-:14])=[O:13]. (2) Given the reactants [F:1][C:2]1[CH:7]=[CH:6][C:5]([CH2:8][CH2:9][C:10]2[N:14]([CH3:15])[N:13]=[C:12]([C:16]3[CH:17]=[C:18]([CH:21]=[CH:22][CH:23]=3)[C:19]#[N:20])[CH:11]=2)=[CH:4][CH:3]=1.[CH3:24][Mg]I.CCOCC.[H-].[H-].[H-].[H-].[Li+].[Al+3], predict the reaction product. The product is: [F:1][C:2]1[CH:3]=[CH:4][C:5]([CH2:8][CH2:9][C:10]2[N:14]([CH3:15])[N:13]=[C:12]([C:16]3[CH:17]=[C:18]([CH:19]([NH2:20])[CH3:24])[CH:21]=[CH:22][CH:23]=3)[CH:11]=2)=[CH:6][CH:7]=1.